Dataset: Full USPTO retrosynthesis dataset with 1.9M reactions from patents (1976-2016). Task: Predict the reactants needed to synthesize the given product. (1) Given the product [NH2:1][C:2]1[S:3][C@:4]2([C:19]#[N:21])[C@H:6]([C@:7]([C:10]3[C:11]([O:17][CH3:18])=[N:12][CH:13]=[C:14]([Br:16])[CH:15]=3)([CH3:9])[N:8]=1)[CH2:5]2, predict the reactants needed to synthesize it. The reactants are: [NH2:1][C:2]1[S:3][C@:4]2([C:19]([NH2:21])=O)[C@H:6]([C@:7]([C:10]3[C:11]([O:17][CH3:18])=[N:12][CH:13]=[C:14]([Br:16])[CH:15]=3)([CH3:9])[N:8]=1)[CH2:5]2.C(N(C(C)C)CC)(C)C.FC(F)(F)C(OC(=O)C(F)(F)F)=O.N. (2) Given the product [CH:18]([O:21][N:14]1[C:2]2[C:11]3[CH:10]=[CH:9][CH:8]=[CH:7][C:6]=3[N:5]=[CH:4][C:3]=2[N:12]=[CH:13]1)([CH3:20])[CH3:19], predict the reactants needed to synthesize it. The reactants are: Cl[C:2]1[C:11]2[C:6](=[CH:7][CH:8]=[CH:9][CH:10]=2)[N:5]=[CH:4][C:3]=1[N:12]=[CH:13][N:14](C)C.Cl.[CH:18]([O:21]N)([CH3:20])[CH3:19].C(N(CC)CC)C.C1(C)C=CC=CC=1. (3) The reactants are: [Br:1][C:2]1[N:7]2[CH:8]=[C:9]([CH2:11][OH:12])[N:10]=[C:6]2[C:5]([N:13]2[CH2:18][CH2:17][O:16][CH2:15][CH2:14]2)=[N:4][CH:3]=1. Given the product [Br:1][C:2]1[N:7]2[CH:8]=[C:9]([CH:11]=[O:12])[N:10]=[C:6]2[C:5]([N:13]2[CH2:18][CH2:17][O:16][CH2:15][CH2:14]2)=[N:4][CH:3]=1, predict the reactants needed to synthesize it. (4) Given the product [NH2:24][C@H:13]([C:14](=[O:23])[NH:15][CH2:16][C:17]1[CH:22]=[CH:21][CH:20]=[CH:19][N:18]=1)[CH2:12][CH2:11][CH2:10][CH2:9][NH:8][C:6](=[O:7])[O:5][C:1]([CH3:4])([CH3:3])[CH3:2], predict the reactants needed to synthesize it. The reactants are: [C:1]([O:5][C:6]([NH:8][CH2:9][CH2:10][CH2:11][CH2:12][C@H:13]([NH:24]C(=O)OCC1C=CC=CC=1)[C:14](=[O:23])[NH:15][CH2:16][C:17]1[CH:22]=[CH:21][CH:20]=[CH:19][N:18]=1)=[O:7])([CH3:4])([CH3:3])[CH3:2].